Predict the product of the given reaction. From a dataset of Forward reaction prediction with 1.9M reactions from USPTO patents (1976-2016). (1) Given the reactants [CH:1]1[CH:6]=[C:5]([CH:7]=O)[C:4]([S:9]([O-:12])(=[O:11])=[O:10])=[CH:3][CH:2]=1.[Na+:13].[CH3:14][C:15]1[CH2:19][C:18](=[O:20])[N:17]([C:21]2[CH:26]=[CH:25][CH:24]=[CH:23][CH:22]=2)[N:16]=1.C(N(CC)CC)C, predict the reaction product. The product is: [CH3:14][C:15]1[C:19](=[CH:7][C:5]2[CH:6]=[CH:1][CH:2]=[CH:3][C:4]=2[S:9]([O-:12])(=[O:11])=[O:10])[C:18](=[O:20])[N:17]([C:21]2[CH:26]=[CH:25][CH:24]=[CH:23][CH:22]=2)[N:16]=1.[Na+:13]. (2) Given the reactants [CH2:1]([N:3]([S:18]([C:21]1[S:22][CH:23]=[CH:24][CH:25]=1)(=[O:20])=[O:19])[C:4]1[CH:5]=[C:6]([CH3:17])[C:7]([CH3:16])=[C:8]2[C:12]=1[NH:11][C:10]([C:13]([NH2:15])=O)=[CH:9]2)[CH3:2].COC1C=CC(P2(SP(C3C=CC(OC)=CC=3)(=S)S2)=[S:35])=CC=1, predict the reaction product. The product is: [CH2:1]([N:3]([S:18]([C:21]1[S:22][CH:23]=[CH:24][CH:25]=1)(=[O:20])=[O:19])[C:4]1[CH:5]=[C:6]([CH3:17])[C:7]([CH3:16])=[C:8]2[C:12]=1[NH:11][C:10]([C:13](=[S:35])[NH2:15])=[CH:9]2)[CH3:2]. (3) Given the reactants C(O)(C(F)(F)F)=O.[NH:8]1[C:12]2[CH:13]=[CH:14][CH:15]=[CH:16][C:11]=2[N:10]=[C:9]1[C:17]1[C:25]2[C:20](=[CH:21][CH:22]=[C:23]([NH:26][C:27]([NH:29][C:30]3[CH:35]=[CH:34][C:33]([F:36])=[CH:32][C:31]=3[F:37])=[O:28])[CH:24]=2)[N:19](C2CCCCO2)[N:18]=1, predict the reaction product. The product is: [NH:10]1[C:11]2[CH:16]=[CH:15][CH:14]=[CH:13][C:12]=2[N:8]=[C:9]1[C:17]1[C:25]2[C:20](=[CH:21][CH:22]=[C:23]([NH:26][C:27]([NH:29][C:30]3[CH:35]=[CH:34][C:33]([F:36])=[CH:32][C:31]=3[F:37])=[O:28])[CH:24]=2)[NH:19][N:18]=1. (4) The product is: [F:38][C:39]([F:45])([F:44])[S:40]([O-:43])(=[O:42])=[O:41].[NH+:56]1[CH:57]=[CH:58][CH:59]=[CH:60][CH:55]=1. Given the reactants C1([Si](OC)(OC)OC)C=CC=CC=1.C(O[Si](OCC)(OCC)OCC)C.C[Si](OCC)(OCC)OCC.[F:38][C:39]([F:45])([F:44])[S:40]([O-:43])(=[O:42])=[O:41].CO[Si](CC[C:55]1[CH:60]=[CH:59][CH:58]=[CH:57][N+:56]=1C)(OC)OC.Cl.C(OCC(O)C)C, predict the reaction product. (5) Given the reactants [C:1]([O:5][C:6]([NH:8][C:9]12[CH2:16][CH2:15][C:12]([C:17](O)=[O:18])([CH2:13][CH2:14]1)[CH2:11][CH2:10]2)=[O:7])([CH3:4])([CH3:3])[CH3:2].[CH3:20][C:21]1[CH:27]=[C:26]([C:28]([F:31])([F:30])[F:29])[CH:25]=[CH:24][C:22]=1[NH2:23], predict the reaction product. The product is: [C:1]([O:5][C:6]([NH:8][C:9]12[CH2:10][CH2:11][C:12]([C:17]([NH:23][C:22]3[CH:24]=[CH:25][C:26]([C:28]([F:29])([F:30])[F:31])=[CH:27][C:21]=3[CH3:20])=[O:18])([CH2:15][CH2:16]1)[CH2:13][CH2:14]2)=[O:7])([CH3:4])([CH3:3])[CH3:2]. (6) Given the reactants [C:1]([O-:9])(=O)[C:2]1[CH:7]=[CH:6][CH:5]=[CH:4][CH:3]=1.[Na+].[CH2:11]([O:13][CH:14]([O:17][CH2:18][CH3:19])[CH2:15]Br)[CH3:12].CN(C)C=O, predict the reaction product. The product is: [CH2:11]([O:13][CH:14]([O:17][CH2:18][CH3:19])[CH2:15][O:9][CH2:1][C:2]1[CH:3]=[CH:4][CH:5]=[CH:6][CH:7]=1)[CH3:12].